This data is from Full USPTO retrosynthesis dataset with 1.9M reactions from patents (1976-2016). The task is: Predict the reactants needed to synthesize the given product. (1) Given the product [C:1]1([CH2:7][CH2:8][CH2:9][CH2:10][C:11]2([CH2:16][CH2:17][CH2:18][CH2:19][CH2:20][CH2:21][CH2:22][CH:23]=[O:24])[O:15][CH2:14][CH2:13][O:12]2)[CH:2]=[CH:3][CH:4]=[CH:5][CH:6]=1, predict the reactants needed to synthesize it. The reactants are: [C:1]1([CH2:7][CH2:8][CH2:9][CH2:10][C:11]2([CH2:16][CH2:17][CH2:18][CH2:19][CH2:20][CH2:21][CH2:22][CH2:23][OH:24])[O:15][CH2:14][CH2:13][O:12]2)[CH:6]=[CH:5][CH:4]=[CH:3][CH:2]=1.C(=O)(O)[O-].[Na+].Cl[O-].[Na+]. (2) The reactants are: [O:1]1[C:5]2([CH2:10][CH2:9][N:8]([S:11]([NH2:14])(=[O:13])=[O:12])[CH2:7][CH2:6]2)[O:4][CH2:3][CH2:2]1.C1(P(C2CCCCC2)C2C=CC=CC=2C2C(C(C)C)=CC(C(C)C)=CC=2C(C)C)CCCCC1.C(=O)([O-])[O-].[Cs+].[Cs+].Cl[C:56]1[CH:61]=[C:60]([O:62][CH3:63])[N:59]=[C:58]([S:64][CH2:65][C:66]2[CH:71]=[CH:70][CH:69]=[C:68]([F:72])[C:67]=2[F:73])[N:57]=1.[Cl-].[NH4+]. Given the product [F:73][C:67]1[C:68]([F:72])=[CH:69][CH:70]=[CH:71][C:66]=1[CH2:65][S:64][C:58]1[N:57]=[C:56]([NH:14][S:11]([N:8]2[CH2:7][CH2:6][C:5]3([O:4][CH2:3][CH2:2][O:1]3)[CH2:10][CH2:9]2)(=[O:12])=[O:13])[CH:61]=[C:60]([O:62][CH3:63])[N:59]=1, predict the reactants needed to synthesize it. (3) Given the product [C:12]([O:16][C:17]([N:19]1[C:27]2[CH:26]=[C:25]([CH2:28][N:7]3[CH:11]=[CH:10][CH:9]=[N:8]3)[N:24]=[CH:23][C:22]=2[C:21]([CH3:35])([CH3:34])[CH2:20]1)=[O:18])([CH3:15])([CH3:14])[CH3:13], predict the reactants needed to synthesize it. The reactants are: CC(C)([O-])C.[K+].[NH:7]1[CH:11]=[CH:10][CH:9]=[N:8]1.[C:12]([O:16][C:17]([N:19]1[C:27]2[CH:26]=[C:25]([CH2:28]OS(C)(=O)=O)[N:24]=[CH:23][C:22]=2[C:21]([CH3:35])([CH3:34])[CH2:20]1)=[O:18])([CH3:15])([CH3:14])[CH3:13].O.